This data is from Reaction yield outcomes from USPTO patents with 853,638 reactions. The task is: Predict the reaction yield, written as a fraction of the theoretical maximum amount of product (1.0 means a 100% yield; for example, 0.34 means a 34% yield). (1) The reactants are [OH:1][C:2]1[CH:3]=[C:4]([CH:10]=[C:11]([OH:14])[C:12]=1[OH:13])[C:5]([O:7][CH2:8][CH3:9])=[O:6].C(=O)([O-])[O-].[K+].[K+].Br[CH2:22][CH2:23][CH2:24][CH2:25][CH2:26][CH2:27][CH2:28][CH2:29][CH2:30][CH2:31][CH2:32][CH3:33]. The catalyst is CN(C)C=O. The product is [CH2:22]([O:1][C:2]1[CH:3]=[C:4]([CH:10]=[C:11]([O:14][CH2:33][CH2:32][CH2:31][CH2:30][CH2:29][CH2:28][CH2:27][CH2:26][CH2:25][CH2:24][CH2:23][CH3:22])[C:12]=1[O:13][CH2:33][CH2:32][CH2:31][CH2:30][CH2:29][CH2:28][CH2:27][CH2:26][CH2:25][CH2:24][CH2:23][CH3:22])[C:5]([O:7][CH2:8][CH3:9])=[O:6])[CH2:23][CH2:24][CH2:25][CH2:26][CH2:27][CH2:28][CH2:29][CH2:30][CH2:31][CH2:32][CH3:33]. The yield is 0.695. (2) The reactants are [F:1][C:2]1[CH:7]=[CH:6][CH:5]=[CH:4][C:3]=1[CH2:8][C:9]([O:11][C@H:12]([C:14]1[CH:19]=[CH:18][CH:17]=[CH:16][CH:15]=1)[CH3:13])=[O:10].[CH2:20]1[CH2:30][CH2:29][N:28]2C(=NC[CH2:26][CH2:27]2)CC1.C(Br)(Br)(Br)Br.N1CCCCC1. The catalyst is C1COCC1.C(OCC)C.C1(C)C=CC=CC=1. The product is [F:1][C:2]1[CH:7]=[CH:6][CH:5]=[CH:4][C:3]=1[C@@H:8]([N:28]1[CH2:27][CH2:26][CH2:20][CH2:30][CH2:29]1)[C:9]([O:11][C@H:12]([C:14]1[CH:15]=[CH:16][CH:17]=[CH:18][CH:19]=1)[CH3:13])=[O:10]. The yield is 0.110. (3) The reactants are [N+:1]([C:4]1[CH:9]=[C:8]([O:10][C:11]([F:14])([F:13])[F:12])[CH:7]=[CH:6][C:5]=1[S:15](Cl)(=[O:17])=[O:16])([O-:3])=[O:2].[N:19]1[CH:24]=[CH:23][CH:22]=[CH:21][CH:20]=1. The catalyst is CN(C1C=CN=CC=1)C.C(Cl)Cl. The product is [N+:1]([C:4]1[CH:9]=[C:8]([O:10][C:11]([F:14])([F:13])[F:12])[CH:7]=[CH:6][C:5]=1[S:15]([NH:1][C:4]1[CH:5]=[CH:6][CH:7]=[C:23]2[C:24]=1[N:19]=[CH:20][CH:21]=[CH:22]2)(=[O:17])=[O:16])([O-:3])=[O:2]. The yield is 0.350. (4) The reactants are [N:1]12[CH2:8][CH2:7][CH:4]([CH2:5][CH2:6]1)[CH:3]([NH:9][C:10]([C:12]1[CH:13]=[CH:14][CH:15]=[C:16]3[O:20][C:19]([C:21]4[CH:26]=[CH:25][C:24](I)=[CH:23][CH:22]=4)=[N:18][C:17]=13)=[O:11])[CH2:2]2.[C:28]1([OH:34])[CH:33]=[CH:32][CH:31]=[CH:30][CH:29]=1.C(=O)([O-])[O-].[Cs+].[Cs+]. The catalyst is [Cu]Br.N1C=CC=CC=1. The product is [N:1]12[CH2:8][CH2:7][CH:4]([CH2:5][CH2:6]1)[CH:3]([NH:9][C:10]([C:12]1[CH:13]=[CH:14][CH:15]=[C:16]3[O:20][C:19]([C:21]4[CH:26]=[CH:25][C:24]([O:34][C:28]5[CH:33]=[CH:32][CH:31]=[CH:30][CH:29]=5)=[CH:23][CH:22]=4)=[N:18][C:17]=13)=[O:11])[CH2:2]2. The yield is 0.500. (5) The reactants are O[CH2:2][C:3]1[CH:12]=[N:11][C:10]2[N:9]3[CH2:13][CH2:14][CH2:15][C@H:8]3[C:7](=[O:16])[NH:6][C:5]=2[CH:4]=1.[CH3:17][NH:18][S:19]([C:22]1[CH:27]=[CH:26][C:25]([N:28]2[CH2:33][CH2:32][NH:31][CH2:30][CH2:29]2)=[CH:24][CH:23]=1)(=[O:21])=[O:20].[I-].C(C[P+](C)(C)C)#N.C(N(CC)C(C)C)(C)C. The catalyst is C(#N)CC. The product is [CH3:17][NH:18][S:19]([C:22]1[CH:23]=[CH:24][C:25]([N:28]2[CH2:33][CH2:32][N:31]([CH2:2][C:3]3[CH:12]=[N:11][C:10]4[N:9]5[CH2:13][CH2:14][CH2:15][C@H:8]5[C:7](=[O:16])[NH:6][C:5]=4[CH:4]=3)[CH2:30][CH2:29]2)=[CH:26][CH:27]=1)(=[O:20])=[O:21]. The yield is 0.528. (6) The reactants are [C:1]([NH:9][CH:10]([CH2:13][OH:14])[CH2:11][OH:12])(=[O:8])[C:2]1[CH:7]=[CH:6][CH:5]=[CH:4][CH:3]=1.[N+:15]([C:18]1[CH:25]=[CH:24][C:21]([CH:22]=O)=[CH:20][CH:19]=1)([O-:17])=[O:16].S([O-])([O-])(=O)=O.[Na+].[Na+].C([O-])([O-])=O.[Na+].[Na+]. The catalyst is ClCCl.O1CCCC1.[N+](C1C=CC(S(O)(=O)=O)=CC=1)([O-])=O.C(Cl)(Cl)Cl.CO. The product is [N+:15]([C:18]1[CH:25]=[CH:24][C:21]([C@H:22]2[O:12][CH2:11][C@@H:10]([NH:9][C:1](=[O:8])[C:2]3[CH:7]=[CH:6][CH:5]=[CH:4][CH:3]=3)[CH2:13][O:14]2)=[CH:20][CH:19]=1)([O-:17])=[O:16]. The yield is 0.690. (7) The reactants are C[Si]([N-][Si](C)(C)C)(C)C.[K+].[F:11][C:12]1[C:28]([C:29]#[C:30][C:31]([C:34]2[CH:38]=[C:37]([CH:39]=O)[O:36][N:35]=2)([OH:33])[CH3:32])=[CH:27][C:15]2[C:16]3[N:17]([CH:21]=[C:22]([C:24]([NH2:26])=[O:25])[N:23]=3)[CH2:18][CH2:19][O:20][C:14]=2[CH:13]=1.O.[CH3:42]C#N. The catalyst is C1(C)C=CC=CC=1.O1CCCC1. The product is [F:11][C:12]1[C:28]([C:29]#[C:30][C:31]([OH:33])([C:34]2[CH:38]=[C:37]([CH:39]=[CH2:42])[O:36][N:35]=2)[CH3:32])=[CH:27][C:15]2[C:16]3[N:17]([CH:21]=[C:22]([C:24]([NH2:26])=[O:25])[N:23]=3)[CH2:18][CH2:19][O:20][C:14]=2[CH:13]=1. The yield is 0.100. (8) The reactants are S(O)(O)(=O)=O.[CH:6]1[C:22]2[CH2:21][C@H:20]3[N:23]([CH2:25][CH2:26][C@@:12]45[C@H:19]3[CH:18]=[CH:17][C@H:15]([OH:16])[C@@H:13]4[O:14][C:10]([C:11]=25)=[C:8]([OH:9])[CH:7]=1)[CH3:24].C([O-])([O-])=O.[K+].[K+].C(Cl)Cl.Cl. The catalyst is O. The yield is 0.560. The product is [CH:6]1[C:22]2[CH2:21][C@H:20]3[N:23]([CH2:25][CH2:26][C@@:12]45[C@H:19]3[CH:18]=[CH:17][C@H:15]([OH:16])[C@@H:13]4[O:14][C:10]([C:11]=25)=[C:8]([OH:9])[CH:7]=1)[CH3:24].